Dataset: Reaction yield outcomes from USPTO patents with 853,638 reactions. Task: Predict the reaction yield, written as a fraction of the theoretical maximum amount of product (1.0 means a 100% yield; for example, 0.34 means a 34% yield). The reactants are [CH2:1]([N:8]1[CH2:12][CH2:11][CH:10]([NH2:13])[CH2:9]1)[C:2]1[CH:7]=[CH:6][CH:5]=[CH:4][CH:3]=1.C(O)(C)(C)C.[C:19]([O:23][C:24](OC([O-])=O)=[O:25])([CH3:22])([CH3:21])[CH3:20]. The catalyst is [OH-].[Na+]. The product is [C:19]([O:23][C:24](=[O:25])[NH:13][CH:10]1[CH2:11][CH2:12][N:8]([CH2:1][C:2]2[CH:3]=[CH:4][CH:5]=[CH:6][CH:7]=2)[CH2:9]1)([CH3:22])([CH3:21])[CH3:20]. The yield is 0.970.